Dataset: NCI-60 drug combinations with 297,098 pairs across 59 cell lines. Task: Regression. Given two drug SMILES strings and cell line genomic features, predict the synergy score measuring deviation from expected non-interaction effect. (1) Drug 2: CC12CCC3C(C1CCC2OP(=O)(O)O)CCC4=C3C=CC(=C4)OC(=O)N(CCCl)CCCl.[Na+]. Drug 1: CN1C2=C(C=C(C=C2)N(CCCl)CCCl)N=C1CCCC(=O)O.Cl. Synergy scores: CSS=9.72, Synergy_ZIP=1.86, Synergy_Bliss=-0.144, Synergy_Loewe=-7.78, Synergy_HSA=1.33. Cell line: HT29. (2) Drug 1: CCC1(CC2CC(C3=C(CCN(C2)C1)C4=CC=CC=C4N3)(C5=C(C=C6C(=C5)C78CCN9C7C(C=CC9)(C(C(C8N6C=O)(C(=O)OC)O)OC(=O)C)CC)OC)C(=O)OC)O.OS(=O)(=O)O. Drug 2: CC1CCCC2(C(O2)CC(NC(=O)CC(C(C(=O)C(C1O)C)(C)C)O)C(=CC3=CSC(=N3)C)C)C. Cell line: A549. Synergy scores: CSS=48.7, Synergy_ZIP=0.690, Synergy_Bliss=-3.38, Synergy_Loewe=-17.9, Synergy_HSA=-4.15. (3) Cell line: MCF7. Drug 1: CC1CCC2CC(C(=CC=CC=CC(CC(C(=O)C(C(C(=CC(C(=O)CC(OC(=O)C3CCCCN3C(=O)C(=O)C1(O2)O)C(C)CC4CCC(C(C4)OC)O)C)C)O)OC)C)C)C)OC. Synergy scores: CSS=27.1, Synergy_ZIP=-5.24, Synergy_Bliss=-0.436, Synergy_Loewe=-34.1, Synergy_HSA=2.37. Drug 2: C1C(C(OC1N2C=NC3=C2NC=NCC3O)CO)O.